This data is from Reaction yield outcomes from USPTO patents with 853,638 reactions. The task is: Predict the reaction yield, written as a fraction of the theoretical maximum amount of product (1.0 means a 100% yield; for example, 0.34 means a 34% yield). (1) The reactants are F[C:2]1[CH:7]=[CH:6][CH:5]=[C:4]([CH3:8])[N:3]=1.[CH3:9][CH:10]([CH3:13])[C:11]#[N:12].C[Si](C)(C)[N-][Si](C)(C)C.[K+]. The catalyst is C1(C)C=CC=CC=1. The product is [CH3:9][C:10]([C:2]1[CH:7]=[CH:6][CH:5]=[C:4]([CH3:8])[N:3]=1)([CH3:13])[C:11]#[N:12]. The yield is 0.700. (2) The reactants are [Cl:1][C:2]1[CH:7]=[CH:6][C:5]([C:8]([C:10]2[N:18]3[C:13]([CH:14]=[C:15]([O:19]C)[CH:16]=[CH:17]3)=[C:12]([C:21](=[O:27])[CH2:22][C:23]([CH3:26])([CH3:25])[CH3:24])[C:11]=2[CH2:28][C:29]([CH3:36])([CH3:35])[C:30]([O:32][CH2:33][CH3:34])=[O:31])=[O:9])=[CH:4][CH:3]=1.[Cl-].[Al+3].[Cl-].[Cl-].C(S)C.[C@H](O)(C([O-])=O)[C@@H](O)C([O-])=O.[Na+].[K+]. The catalyst is C(Cl)Cl. The product is [Cl:1][C:2]1[CH:3]=[CH:4][C:5]([C:8]([C:10]2[N:18]3[C:13]([CH:14]=[C:15]([OH:19])[CH:16]=[CH:17]3)=[C:12]([C:21](=[O:27])[CH2:22][C:23]([CH3:24])([CH3:25])[CH3:26])[C:11]=2[CH2:28][C:29]([CH3:35])([CH3:36])[C:30]([O:32][CH2:33][CH3:34])=[O:31])=[O:9])=[CH:6][CH:7]=1. The yield is 0.100. (3) The reactants are [Cl:1][C:2]1[C:7](=[O:8])[C:6]([OH:9])=[C:5]([CH:10](O)[C:11]([F:14])([F:13])[F:12])[N:4]([CH3:16])[C:3]=1[CH3:17].[N:18]1[CH:23]=CC=C[CH:19]=1.S(Cl)(Cl)=O.CNC. The catalyst is C(#N)C. The product is [Cl:1][C:2]1[C:7](=[O:8])[C:6]([OH:9])=[C:5]([CH:10]([N:18]([CH3:23])[CH3:19])[C:11]([F:14])([F:13])[F:12])[N:4]([CH3:16])[C:3]=1[CH3:17]. The yield is 0.560. (4) The reactants are Cl.[CH3:2][C@H:3]1[CH2:8][O:7][CH2:6][CH2:5][NH:4]1.[CH3:9][C:10]([O:13][C:14]([N:16]([C:34]([O:36][C:37]([CH3:40])([CH3:39])[CH3:38])=[O:35])[N:17]([C:25]1[C:30]([F:31])=[C:29](Cl)[N:28]=[C:27]([Cl:33])[N:26]=1)[C:18]([O:20][C:21]([CH3:24])([CH3:23])[CH3:22])=[O:19])=[O:15])([CH3:12])[CH3:11].C(N(CC)C(C)C)(C)C. The catalyst is CN(C=O)C.CCOCC. The product is [CH3:12][C:10]([O:13][C:14]([N:16]([C:34]([O:36][C:37]([CH3:40])([CH3:39])[CH3:38])=[O:35])[N:17]([C:25]1[C:30]([F:31])=[C:29]([N:4]2[CH2:5][CH2:6][O:7][CH2:8][C@@H:3]2[CH3:2])[N:28]=[C:27]([Cl:33])[N:26]=1)[C:18]([O:20][C:21]([CH3:22])([CH3:23])[CH3:24])=[O:19])=[O:15])([CH3:9])[CH3:11]. The yield is 0.790. (5) The reactants are [C:1]([C:5]1[CH:10]=[CH:9][C:8]([N:11]2[C:19]3[C:14](=[CH:15][CH:16]=[CH:17][CH:18]=3)[C:13]([CH:20]=[O:21])=[C:12]2Cl)=[CH:7][CH:6]=1)([CH3:4])([CH3:3])[CH3:2].[CH3:23][N:24]([CH3:28])[CH2:25][CH2:26][NH2:27]. No catalyst specified. The product is [C:1]([C:5]1[CH:10]=[CH:9][C:8]([N:11]2[C:19]3[C:14](=[CH:15][CH:16]=[CH:17][CH:18]=3)[C:13]([CH:20]=[O:21])=[C:12]2[NH:27][CH2:26][CH2:25][N:24]([CH3:28])[CH3:23])=[CH:7][CH:6]=1)([CH3:4])([CH3:3])[CH3:2]. The yield is 0.260. (6) The reactants are [Na].[O-]CC.[Na+].Cl.[C:7]([NH2:10])(=[NH:9])[CH3:8].[C:11]([OH:19])(=[O:18])/[C:12](=[C:14](\[CH:16]=O)/[Br:15])/Br. The catalyst is C(O)C. The product is [Br:15][C:14]1[C:12]([C:11]([OH:19])=[O:18])=[N:9][C:7]([CH3:8])=[N:10][CH:16]=1. The yield is 0.420. (7) The reactants are Br[C:2]1[CH:7]=[CH:6][C:5]([O:8][CH3:9])=[CH:4][CH:3]=1.C([Li])CCC.[Br:15][C:16]1[CH:17]=[C:18]([C:22]([C:30]2[CH:35]=[CH:34][CH:33]=[CH:32][C:31]=2[C:36]#[N:37])=[N:23]S(C(C)(C)C)=O)[CH:19]=[CH:20][CH:21]=1. The catalyst is O1CCCC1. The product is [Br:15][C:16]1[CH:17]=[C:18]([C:22]2([C:2]3[CH:7]=[CH:6][C:5]([O:8][CH3:9])=[CH:4][CH:3]=3)[C:30]3[C:31](=[CH:32][CH:33]=[CH:34][CH:35]=3)[C:36]([NH2:37])=[N:23]2)[CH:19]=[CH:20][CH:21]=1. The yield is 0.590. (8) The reactants are [Br:1][C:2]1[C:8]([F:9])=[CH:7][C:5]([NH2:6])=[C:4]([N+:10]([O-:12])=O)[CH:3]=1.[OH-:13].[K+].[O-]Cl.[Na+]. The catalyst is C(O)C.O. The product is [Br:1][C:2]1[C:8]([F:9])=[CH:7][C:5]2=[N+:6]([O-:13])[O:12][N:10]=[C:4]2[CH:3]=1. The yield is 0.420. (9) The reactants are [N:1]1[CH:6]=[CH:5][C:4](/[CH:7]=[CH:8]/[C:9]2[C:17]3[C:12](=[CH:13][C:14](/[CH:18]=[C:19]4/[C:20](=[O:28])[NH:21][C:22]5[C:27]/4=[CH:26][CH:25]=[CH:24][CH:23]=5)=[CH:15][CH:16]=3)[NH:11][N:10]=2)=[CH:3][CH:2]=1.[CH3:29][O:30]C1C=C2C(=CC=1)NC(=O)C2. No catalyst specified. The product is [CH3:29][O:30][C:25]1[CH:26]=[C:27]2[C:22](=[CH:23][CH:24]=1)[NH:21][C:20](=[O:28])/[C:19]/2=[CH:18]/[C:14]1[CH:13]=[C:12]2[C:17]([C:9](/[CH:8]=[CH:7]/[C:4]3[CH:5]=[CH:6][N:1]=[CH:2][CH:3]=3)=[N:10][NH:11]2)=[CH:16][CH:15]=1. The yield is 0.510. (10) The reactants are [Br:1][C:2]1[CH:3]=[C:4]2[C:9](=[CH:10][C:11]=1[O:12][CH2:13][C:14]1[CH:15]=[N:16][CH:17]=[C:18]([S:20][CH3:21])[CH:19]=1)[N:8]=[CH:7][N:6]=[C:5]2[NH:22][CH:23]([CH3:25])[CH3:24].ClC1C=CC=C(C(OO)=[O:34])C=1.[OH-].[Na+]. The catalyst is C(Cl)(Cl)Cl. The product is [Br:1][C:2]1[CH:3]=[C:4]2[C:9](=[CH:10][C:11]=1[O:12][CH2:13][C:14]1[CH:15]=[N:16][CH:17]=[C:18]([S:20]([CH3:21])=[O:34])[CH:19]=1)[N:8]=[CH:7][N:6]=[C:5]2[NH:22][CH:23]([CH3:25])[CH3:24]. The yield is 0.740.